From a dataset of NCI-60 drug combinations with 297,098 pairs across 59 cell lines. Regression. Given two drug SMILES strings and cell line genomic features, predict the synergy score measuring deviation from expected non-interaction effect. (1) Drug 1: CNC(=O)C1=CC=CC=C1SC2=CC3=C(C=C2)C(=NN3)C=CC4=CC=CC=N4. Drug 2: C1CCC(CC1)NC(=O)N(CCCl)N=O. Cell line: SF-295. Synergy scores: CSS=41.9, Synergy_ZIP=-0.746, Synergy_Bliss=0.788, Synergy_Loewe=3.79, Synergy_HSA=3.48. (2) Drug 1: COC1=CC(=CC(=C1O)OC)C2C3C(COC3=O)C(C4=CC5=C(C=C24)OCO5)OC6C(C(C7C(O6)COC(O7)C8=CC=CS8)O)O. Drug 2: CC(C)CN1C=NC2=C1C3=CC=CC=C3N=C2N. Cell line: HT29. Synergy scores: CSS=42.2, Synergy_ZIP=3.90, Synergy_Bliss=5.84, Synergy_Loewe=-7.76, Synergy_HSA=3.79.